Dataset: Full USPTO retrosynthesis dataset with 1.9M reactions from patents (1976-2016). Task: Predict the reactants needed to synthesize the given product. (1) Given the product [NH2:45][C:42]1[N:43]=[CH:44][C:39]([C:2]2[N:3]=[C:4]([N:25]3[CH2:30][CH2:29][O:28][CH2:27][CH2:26]3)[C:5]3[S:10][C:9]([CH2:11][N:12]4[CH2:17][CH2:16][N:15]([C:18]([CH3:24])([CH3:23])[C:19]([NH:21][CH3:22])=[O:20])[CH2:14][CH2:13]4)=[CH:8][C:6]=3[N:7]=2)=[CH:40][CH:41]=1, predict the reactants needed to synthesize it. The reactants are: Cl[C:2]1[N:3]=[C:4]([N:25]2[CH2:30][CH2:29][O:28][CH2:27][CH2:26]2)[C:5]2[S:10][C:9]([CH2:11][N:12]3[CH2:17][CH2:16][N:15]([C:18]([CH3:24])([CH3:23])[C:19]([NH:21][CH3:22])=[O:20])[CH2:14][CH2:13]3)=[CH:8][C:6]=2[N:7]=1.CC1(C)C(C)(C)OB([C:39]2[CH:40]=[CH:41][C:42]([NH2:45])=[N:43][CH:44]=2)O1. (2) Given the product [C:1]([O:5][C:6]([N:8]1[CH2:9][CH2:10][CH:11]([C:14](=[O:16])[NH:33][CH2:34][C:35]([C:37]2[CH:42]=[CH:41][C:40]([F:43])=[C:39]([C:44]([F:47])([F:45])[F:46])[CH:38]=2)=[O:36])[CH2:12][CH2:13]1)=[O:7])([CH3:2])([CH3:3])[CH3:4], predict the reactants needed to synthesize it. The reactants are: [C:1]([O:5][C:6]([N:8]1[CH2:13][CH2:12][CH:11]([C:14]([OH:16])=O)[CH2:10][CH2:9]1)=[O:7])([CH3:4])([CH3:3])[CH3:2].CN1CCOCC1.ClC(OCC(C)C)=O.Cl.[NH2:33][CH2:34][C:35]([C:37]1[CH:42]=[CH:41][C:40]([F:43])=[C:39]([C:44]([F:47])([F:46])[F:45])[CH:38]=1)=[O:36]. (3) Given the product [F:1][C:2]1[CH:7]=[CH:6][C:5]([CH:8]2[CH2:13][CH2:12][C:11]3[C:14]([C:22]([N:24]([CH3:25])[CH3:26])=[O:23])=[CH:15][C:16]4[N:17]=[C:18]([CH3:21])[N:19]([CH2:30][C:31]5[CH:35]=[CH:34][O:33][N:32]=5)[C:20]=4[C:10]=3[O:9]2)=[CH:4][CH:3]=1, predict the reactants needed to synthesize it. The reactants are: [F:1][C:2]1[CH:7]=[CH:6][C:5]([CH:8]2[CH2:13][CH2:12][C:11]3[C:14]([C:22]([N:24]([CH3:26])[CH3:25])=[O:23])=[CH:15][C:16]4[NH:17][C:18]([CH3:21])=[N:19][C:20]=4[C:10]=3[O:9]2)=[CH:4][CH:3]=1.[H-].[Na+].Br[CH2:30][C:31]1[CH:35]=[CH:34][O:33][N:32]=1. (4) Given the product [CH2:1]([O:8][C:9]([N:11]1[CH2:15][C:14](=[O:16])[N:13]=[C:12]1[NH:17][CH2:22][C:21]1[CH:24]=[CH:25][C:26]([C:28]([F:31])([F:30])[F:29])=[CH:27][C:20]=1[C:19]([F:18])([F:32])[F:33])=[O:10])[C:2]1[CH:7]=[CH:6][CH:5]=[CH:4][CH:3]=1, predict the reactants needed to synthesize it. The reactants are: [CH2:1]([O:8][C:9]([N:11]1[CH2:15][C:14](=[O:16])[N:13]=[C:12]1[NH2:17])=[O:10])[C:2]1[CH:7]=[CH:6][CH:5]=[CH:4][CH:3]=1.[F:18][C:19]([F:33])([F:32])[C:20]1[CH:27]=[C:26]([C:28]([F:31])([F:30])[F:29])[CH:25]=[CH:24][C:21]=1[CH2:22]Br.C([O-])([O-])=O.[K+].[K+]. (5) Given the product [CH3:6][O:5][C:3](=[O:4])[C:2]([NH:8][C:9]1[CH:10]=[CH:11][C:12]([C@H:15]2[CH2:16][CH2:17][C@H:18]([CH:21]([CH3:27])[C:22]([O:24][CH2:25][CH3:26])=[O:23])[CH2:19][CH2:20]2)=[CH:13][CH:14]=1)=[O:7], predict the reactants needed to synthesize it. The reactants are: Cl[C:2](=[O:7])[C:3]([O:5][CH3:6])=[O:4].[NH2:8][C:9]1[CH:14]=[CH:13][C:12]([C@H:15]2[CH2:20][CH2:19][C@H:18]([CH:21]([CH3:27])[C:22]([O:24][CH2:25][CH3:26])=[O:23])[CH2:17][CH2:16]2)=[CH:11][CH:10]=1.N1C=CC=CC=1. (6) Given the product [CH2:15]([N:1]([CH2:5][C:4]1[CH:9]=[CH:10][CH:11]=[CH:2][CH:3]=1)[C:2]1[CH:3]=[C:4]([CH:9]=[C:10]([F:12])[CH:11]=1)[C:5]([O:7][CH3:8])=[O:6])[C:16]1[CH:21]=[CH:20][CH:19]=[CH:18][CH:17]=1, predict the reactants needed to synthesize it. The reactants are: [NH2:1][C:2]1[CH:3]=[C:4]([CH:9]=[C:10]([F:12])[CH:11]=1)[C:5]([O:7][CH3:8])=[O:6].[H-].[Na+].[CH2:15](Br)[C:16]1[CH:21]=[CH:20][CH:19]=[CH:18][CH:17]=1. (7) Given the product [C:31]([C:27]1[CH:26]=[C:25]([CH:30]=[CH:29][CH:28]=1)[CH2:24][O:1][C:2]1[C:11]2[CH2:10][O:9][C:8](=[O:12])[N:7]([CH2:13][C:14]3[CH:21]=[CH:20][C:17]([C:18]#[N:19])=[CH:16][CH:15]=3)[C:6]=2[CH:5]=[N:4][C:3]=1[CH3:22])#[N:32], predict the reactants needed to synthesize it. The reactants are: [OH:1][C:2]1[C:11]2[CH2:10][O:9][C:8](=[O:12])[N:7]([CH2:13][C:14]3[CH:21]=[CH:20][C:17]([C:18]#[N:19])=[CH:16][CH:15]=3)[C:6]=2[CH:5]=[N:4][C:3]=1[CH3:22].Br[CH2:24][C:25]1[CH:30]=[CH:29][CH:28]=[C:27]([C:31]#[N:32])[CH:26]=1.